Dataset: Catalyst prediction with 721,799 reactions and 888 catalyst types from USPTO. Task: Predict which catalyst facilitates the given reaction. (1) Reactant: [F:1][C:2]1[CH:7]=[CH:6][C:5]([S:8][C:9]2[CH:17]=[CH:16][C:12]([C:13]([OH:15])=[O:14])=[CH:11][C:10]=2[N+:18]([O-])=O)=[C:4]([C:21]([OH:23])=[O:22])[CH:3]=1.O. Product: [NH2:18][C:10]1[CH:11]=[C:12]([CH:16]=[CH:17][C:9]=1[S:8][C:5]1[CH:6]=[CH:7][C:2]([F:1])=[CH:3][C:4]=1[C:21]([OH:23])=[O:22])[C:13]([OH:15])=[O:14]. The catalyst class is: 8. (2) Reactant: [Cl:1][C:2]1[N:7]=[C:6]([O:8][CH3:9])[C:5]([CH:10]([C:12]2[CH:17]=[CH:16][C:15]([CH2:18][CH3:19])=[CH:14][CH:13]=2)[OH:11])=[CH:4][CH:3]=1.C(=O)(O)[O-].[Na+].S([O-])([O-])(=O)=S.[Na+].[Na+]. Product: [CH2:18]([C:15]1[CH:14]=[CH:13][C:12]([C:10]([C:5]2[C:6]([O:8][CH3:9])=[N:7][C:2]([Cl:1])=[CH:3][CH:4]=2)=[O:11])=[CH:17][CH:16]=1)[CH3:19]. The catalyst class is: 4. (3) Reactant: [CH3:1][N:2]1[C:10]2[C:5](=[CH:6][CH:7]=[C:8]([C:11](O)=[O:12])[CH:9]=2)[C:4]([CH3:15])([CH3:14])[C:3]1=[O:16].O1CCCC1.B. Product: [OH:12][CH2:11][C:8]1[CH:9]=[C:10]2[C:5]([C:4]([CH3:15])([CH3:14])[C:3](=[O:16])[N:2]2[CH3:1])=[CH:6][CH:7]=1. The catalyst class is: 7. (4) Reactant: [S:1]1[CH:5]=[CH:4][CH:3]=[C:2]1[CH2:6][C:7](Cl)=[O:8].[Cl:10][C:11]1[CH:19]=[C:18]2[C:14]([C:15]([NH2:20])=[N:16][NH:17]2)=[CH:13][CH:12]=1. Product: [Cl:10][C:11]1[CH:19]=[C:18]2[C:14]([C:15]([NH:20][C:7](=[O:8])[CH2:6][C:2]3[S:1][CH:5]=[CH:4][CH:3]=3)=[N:16][NH:17]2)=[CH:13][CH:12]=1. The catalyst class is: 17. (5) Reactant: C(Cl)(=O)C(Cl)=O.CS(C)=O.[CH:11]12[CH:17]([CH2:18][OH:19])[CH:14]([CH2:15][CH2:16]1)[CH2:13][CH2:12]2.C(N(CC)CC)C. Product: [CH:14]12[CH:17]([CH:18]=[O:19])[CH:11]([CH2:16][CH2:15]1)[CH2:12][CH2:13]2. The catalyst class is: 4. (6) Reactant: Br[C:2]1[S:3][C:4]([C:7]2[CH:12]=[CH:11][CH:10]=[CH:9][CH:8]=2)=[CH:5][CH:6]=1.[C:13]1([C:19]([C:21]2[CH:26]=[CH:25][CH:24]=[CH:23][CH:22]=2)=[NH:20])[CH:18]=[CH:17][CH:16]=[CH:15][CH:14]=1.C1C=CC(P(C2C(C3C(P(C4C=CC=CC=4)C4C=CC=CC=4)=CC=C4C=3C=CC=C4)=C3C(C=CC=C3)=CC=2)C2C=CC=CC=2)=CC=1.CC([O-])(C)C.[Na+]. Product: [C:21]1([C:19]([C:13]2[CH:14]=[CH:15][CH:16]=[CH:17][CH:18]=2)=[N:20][C:2]2[S:3][C:4]([C:7]3[CH:12]=[CH:11][CH:10]=[CH:9][CH:8]=3)=[CH:5][CH:6]=2)[CH:22]=[CH:23][CH:24]=[CH:25][CH:26]=1. The catalyst class is: 101. (7) Reactant: Cl.[Cl:2][C:3]1[N:8]2[CH:9]=[C:10]([CH2:12]Cl)[N:11]=[C:7]2[CH:6]=[CH:5][CH:4]=1.[OH:14][C:15]1[CH:22]=[CH:21][C:18]([CH:19]=[O:20])=[CH:17][CH:16]=1.C(=O)([O-])[O-].[K+].[K+].CN(C)C=O. Product: [Cl:2][C:3]1[N:8]2[CH:9]=[C:10]([CH2:12][O:14][C:15]3[CH:22]=[CH:21][C:18]([CH:19]=[O:20])=[CH:17][CH:16]=3)[N:11]=[C:7]2[CH:6]=[CH:5][CH:4]=1. The catalyst class is: 6. (8) Reactant: O[CH2:2][CH2:3][CH2:4][CH2:5][CH2:6][C:7]([CH3:16])([CH3:15])[CH2:8][CH2:9][C:10]([O:12][CH2:13][CH3:14])=[O:11].C(Br)(Br)(Br)[Br:18].C1(P(C2C=CC=CC=2)C2C=CC=CC=2)C=CC=CC=1. Product: [Br:18][CH2:2][CH2:3][CH2:4][CH2:5][CH2:6][C:7]([CH3:16])([CH3:15])[CH2:8][CH2:9][C:10]([O:12][CH2:13][CH3:14])=[O:11]. The catalyst class is: 2. (9) Product: [CH:16]1([NH:8][C:6]2[N:5]3[N:19]=[CH:20][C:21](/[CH:22]=[C:23]4/[C:24](=[O:29])[NH:25][C:26](=[O:28])[CH2:27]/4)=[C:4]3[N:3]=[C:2]([N:30]3[CH:34]=[CH:33][N:32]=[CH:31]3)[CH:7]=2)[CH2:17][CH2:18]1. The catalyst class is: 32. Reactant: Cl[C:2]1[CH:7]=[C:6]([N:8]([CH:16]2[CH2:18][CH2:17]2)C(=O)OC(C)(C)C)[N:5]2[N:19]=[CH:20][C:21](/[CH:22]=[C:23]3/[C:24](=[O:29])[NH:25][C:26](=[O:28])[CH2:27]/3)=[C:4]2[N:3]=1.[NH:30]1[CH:34]=[CH:33][N:32]=[CH:31]1. (10) Reactant: S(O)(=O)(C1C=CC([NH2:9])=CC=1)=O.[OH-].[Na+].N([O-])=O.[Na+].Cl.O.[NH2:20][C:21]1[CH:22]=[C:23]2[C:28](=[CH:29][CH:30]=1)[C:27]([OH:31])=[CH:26][C:25]([S:32]([OH:35])(=[O:34])=[O:33])=[CH:24]2.[Cl-].[Na+].S(S([O-])=O)([O-])=O.[Na+].[Na+]. Product: [NH2:9][C:22]1[C:23]2[CH:24]=[C:25]([S:32]([OH:35])(=[O:33])=[O:34])[CH:26]=[C:27]([OH:31])[C:28]=2[CH:29]=[CH:30][C:21]=1[NH2:20]. The catalyst class is: 6.